This data is from Reaction yield outcomes from USPTO patents with 853,638 reactions. The task is: Predict the reaction yield, written as a fraction of the theoretical maximum amount of product (1.0 means a 100% yield; for example, 0.34 means a 34% yield). (1) The reactants are [OH:1][C:2]1[CH:3]=[C:4]([CH:7]=[CH:8][CH:9]=1)[C:5]#[N:6].F[C:11]1[CH:16]=[CH:15][C:14]([CH3:17])=[CH:13][N:12]=1.C([O-])([O-])=O.[K+].[K+].O. The catalyst is CN(C)C=O. The product is [CH3:17][C:14]1[CH:15]=[CH:16][C:11]([O:1][C:2]2[CH:3]=[C:4]([CH:7]=[CH:8][CH:9]=2)[C:5]#[N:6])=[N:12][CH:13]=1. The yield is 0.360. (2) The reactants are [F:1][C:2]1[CH:7]=[C:6]([I:8])[CH:5]=[CH:4][C:3]=1[NH:9][C:10](=O)[CH3:11].[N-:13]=[N+:14]=[N-:15].[Na+].FC(F)(F)S(OS(C(F)(F)F)(=O)=O)(=O)=O. The catalyst is C(#N)C. The product is [F:1][C:2]1[CH:7]=[C:6]([I:8])[CH:5]=[CH:4][C:3]=1[N:9]1[C:10]([CH3:11])=[N:15][N:14]=[N:13]1. The yield is 0.620. (3) The reactants are CC1C=CC(C(O)=O)=CC=1.C(ON1C(=O)C2=CC=CC=C2C1=O)(=O)C.O=O.[C:28](O)(=[O:38])[C:29]1[CH:37]=[CH:36][C:32]([C:33]([OH:35])=[O:34])=[CH:31][CH:30]=1. The catalyst is [Ti].O.O.O.O.C([O-])(=O)C.[Co+2].C([O-])(=O)C.O.O.O.O.C([O-])(=O)C.[Mn+2].C([O-])(=O)C.C(O)(=O)C. The product is [C:33]([C:32]1[CH:36]=[CH:37][C:29]([CH:28]=[O:38])=[CH:30][CH:31]=1)([OH:35])=[O:34]. The yield is 0.706. (4) The reactants are [CH:1]1([CH2:4][O:5][C:6]2[CH:7]=[CH:8][CH:9]=[C:10]3[C:15]=2[N:14]=[C:13]([CH3:16])[CH:12]=[CH:11]3)[CH2:3][CH2:2]1.[O:17]1CCOCC1. The catalyst is O. The yield is 0.970. The product is [CH:1]1([CH2:4][O:5][C:6]2[CH:7]=[CH:8][CH:9]=[C:10]3[C:15]=2[N:14]=[C:13]([CH:16]=[O:17])[CH:12]=[CH:11]3)[CH2:2][CH2:3]1. (5) No catalyst specified. The reactants are [CH3:1][O:2][C:3]1[CH:4]=[C:5]2[C:10](=[CH:11][C:12]=1[O:13][CH2:14][CH2:15][O:16][CH3:17])[N:9]=[CH:8][N:7]=[C:6]2[S:18][C:19]1[CH:20]=[C:21]([CH:23]=[CH:24][CH:25]=1)[NH2:22].[C:26]([C:30]1[CH:34]=[C:33]([NH:35][C:36](=O)[O:37]C2C=CC=CC=2)[N:32]([C:45]2[CH:46]=[C:47]([CH3:51])[CH:48]=[CH:49][CH:50]=2)[N:31]=1)([CH3:29])([CH3:28])[CH3:27]. The product is [C:26]([C:30]1[CH:34]=[C:33]([NH:35][C:36]([NH:22][C:21]2[CH:23]=[CH:24][CH:25]=[C:19]([S:18][C:6]3[C:5]4[C:10](=[CH:11][C:12]([O:13][CH2:14][CH2:15][O:16][CH3:17])=[C:3]([O:2][CH3:1])[CH:4]=4)[N:9]=[CH:8][N:7]=3)[CH:20]=2)=[O:37])[N:32]([C:45]2[CH:46]=[C:47]([CH3:51])[CH:48]=[CH:49][CH:50]=2)[N:31]=1)([CH3:29])([CH3:28])[CH3:27]. The yield is 0.880. (6) The reactants are [OH:1][C:2]1[C:7]([CH:8]=[O:9])=[CH:6][C:5]([O:10][CH3:11])=[N:4][CH:3]=1.Cl.Cl[CH2:14][C:15]1[C:16]([C:21]2[N:25]([CH:26]([CH3:28])[CH3:27])[N:24]=[CH:23][CH:22]=2)=[N:17][CH:18]=[CH:19][CH:20]=1.C([O-])([O-])=O.[K+].[K+]. The catalyst is CN(C=O)C. The product is [CH:26]([N:25]1[C:21]([C:16]2[C:15]([CH2:14][O:1][C:2]3[C:7]([CH:8]=[O:9])=[CH:6][C:5]([O:10][CH3:11])=[N:4][CH:3]=3)=[CH:20][CH:19]=[CH:18][N:17]=2)=[CH:22][CH:23]=[N:24]1)([CH3:28])[CH3:27]. The yield is 0.650. (7) The reactants are C(C1C=C(NC(=O)CCCC2C=CC([B:25]([OH:27])[OH:26])=CC=2)C=CC=1S(CC)(=O)=O)#N.[CH2:29]([O:36][C:37]([NH:39][C@@H:40]([C:47]1[CH:52]=[CH:51][CH:50]=[C:49]([NH:53][C:54]([O:56][CH2:57][CH2:58][C:59]2[CH:64]=[CH:63][C:62](Br)=[CH:61][C:60]=2[CH3:66])=[O:55])[CH:48]=1)[CH2:41][C:42]([O:44][CH2:45][CH3:46])=[O:43])=[O:38])[C:30]1[CH:35]=[CH:34][CH:33]=[CH:32][CH:31]=1. No catalyst specified. The product is [CH2:29]([O:36][C:37]([NH:39][C@@H:40]([C:47]1[CH:48]=[C:49]([NH:53][C:54]([O:56][CH2:57][CH2:58][C:59]2[CH:64]=[CH:63][C:62]([B:25]([OH:27])[OH:26])=[CH:61][C:60]=2[CH3:66])=[O:55])[CH:50]=[CH:51][CH:52]=1)[CH2:41][C:42]([O:44][CH2:45][CH3:46])=[O:43])=[O:38])[C:30]1[CH:35]=[CH:34][CH:33]=[CH:32][CH:31]=1. The yield is 0.640. (8) The reactants are C([O:3][C:4](=[O:20])[CH2:5][CH:6]([CH2:11][P:12]([O:17][CH2:18][CH3:19])([O:14][CH2:15][CH3:16])=[O:13])[CH2:7][CH:8]([CH3:10])[CH3:9])C.[OH-].[Na+]. The catalyst is CCO. The product is [CH2:18]([O:17][P:12]([CH2:11][CH:6]([CH2:7][CH:8]([CH3:10])[CH3:9])[CH2:5][C:4]([OH:20])=[O:3])([O:14][CH2:15][CH3:16])=[O:13])[CH3:19]. The yield is 0.720.